This data is from Full USPTO retrosynthesis dataset with 1.9M reactions from patents (1976-2016). The task is: Predict the reactants needed to synthesize the given product. The reactants are: S(Cl)([Cl:3])=O.[Br:5][C:6]1[CH:10]=[C:9]([C:11](O)=[O:12])[N:8]([C:14]2[C:19]([Cl:20])=[CH:18][CH:17]=[CH:16][N:15]=2)[N:7]=1. Given the product [Br:5][C:6]1[CH:10]=[C:9]([C:11]([Cl:3])=[O:12])[N:8]([C:14]2[C:19]([Cl:20])=[CH:18][CH:17]=[CH:16][N:15]=2)[N:7]=1, predict the reactants needed to synthesize it.